From a dataset of NCI-60 drug combinations with 297,098 pairs across 59 cell lines. Regression. Given two drug SMILES strings and cell line genomic features, predict the synergy score measuring deviation from expected non-interaction effect. (1) Drug 2: CCC1(CC2CC(C3=C(CCN(C2)C1)C4=CC=CC=C4N3)(C5=C(C=C6C(=C5)C78CCN9C7C(C=CC9)(C(C(C8N6C)(C(=O)OC)O)OC(=O)C)CC)OC)C(=O)OC)O.OS(=O)(=O)O. Synergy scores: CSS=8.84, Synergy_ZIP=-5.34, Synergy_Bliss=-2.28, Synergy_Loewe=-2.63, Synergy_HSA=-2.53. Cell line: OVCAR-5. Drug 1: C1CC(=O)NC(=O)C1N2CC3=C(C2=O)C=CC=C3N. (2) Drug 1: CN1CCC(CC1)COC2=C(C=C3C(=C2)N=CN=C3NC4=C(C=C(C=C4)Br)F)OC. Drug 2: CC1=C(C(=O)C2=C(C1=O)N3CC4C(C3(C2COC(=O)N)OC)N4)N. Cell line: HCT116. Synergy scores: CSS=38.7, Synergy_ZIP=-0.830, Synergy_Bliss=-4.22, Synergy_Loewe=-22.3, Synergy_HSA=-4.05. (3) Drug 1: CCCCCOC(=O)NC1=NC(=O)N(C=C1F)C2C(C(C(O2)C)O)O. Drug 2: CC1CCC2CC(C(=CC=CC=CC(CC(C(=O)C(C(C(=CC(C(=O)CC(OC(=O)C3CCCCN3C(=O)C(=O)C1(O2)O)C(C)CC4CCC(C(C4)OC)OCCO)C)C)O)OC)C)C)C)OC. Synergy scores: CSS=8.16, Synergy_ZIP=0.885, Synergy_Bliss=8.32, Synergy_Loewe=-0.350, Synergy_HSA=1.63. Cell line: SR. (4) Drug 1: CS(=O)(=O)C1=CC(=C(C=C1)C(=O)NC2=CC(=C(C=C2)Cl)C3=CC=CC=N3)Cl. Drug 2: CCC1(CC2CC(C3=C(CCN(C2)C1)C4=CC=CC=C4N3)(C5=C(C=C6C(=C5)C78CCN9C7C(C=CC9)(C(C(C8N6C)(C(=O)OC)O)OC(=O)C)CC)OC)C(=O)OC)O.OS(=O)(=O)O. Cell line: SK-MEL-2. Synergy scores: CSS=52.8, Synergy_ZIP=13.5, Synergy_Bliss=14.6, Synergy_Loewe=-37.0, Synergy_HSA=11.2.